Task: Predict the product of the given reaction.. Dataset: Forward reaction prediction with 1.9M reactions from USPTO patents (1976-2016) (1) Given the reactants [Cl:1][C:2]1[CH:3]=[C:4]([C:12]2[O:16][N:15]=[C:14]([C:17]3[CH:18]=[CH:19][C:20]([CH2:27][CH2:28][CH2:29][C:30]([O:32]CC)=[O:31])=[C:21]4[C:25]=3[N:24]([CH3:26])[CH:23]=[CH:22]4)[N:13]=2)[CH:5]=[N:6][C:7]=1[O:8][CH:9]([CH3:11])[CH3:10].[OH-].[Na+], predict the reaction product. The product is: [Cl:1][C:2]1[CH:3]=[C:4]([C:12]2[O:16][N:15]=[C:14]([C:17]3[CH:18]=[CH:19][C:20]([CH2:27][CH2:28][CH2:29][C:30]([OH:32])=[O:31])=[C:21]4[C:25]=3[N:24]([CH3:26])[CH:23]=[CH:22]4)[N:13]=2)[CH:5]=[N:6][C:7]=1[O:8][CH:9]([CH3:11])[CH3:10]. (2) The product is: [C:1]([C:3]([CH3:15])([CH3:16])[CH:4]([OH:14])[CH:5]([CH3:13])[C:6]([O:8][C:9]([CH3:11])([CH3:10])[CH3:12])=[O:7])#[N:2]. Given the reactants [C:1]([C:3]([CH3:16])([CH3:15])[C:4](=[O:14])[CH:5]([CH3:13])[C:6]([O:8][C:9]([CH3:12])([CH3:11])[CH3:10])=[O:7])#[N:2].[BH4-].[Na+].Cl.C(=O)([O-])O.[Na+], predict the reaction product. (3) Given the reactants [CH3:1][C:2]1[CH:11]=[C:10]([O:12][Si](C)(C)C)[CH:9]=[CH:8][C:3]=1[C:4]([O:6]C)=[O:5].[Li+].[OH-].Cl, predict the reaction product. The product is: [CH3:1][C:2]1[CH:11]=[C:10]([OH:12])[CH:9]=[CH:8][C:3]=1[C:4]([OH:6])=[O:5]. (4) Given the reactants CS(Cl)(=O)=O.[C:6]1(C)C(S(Cl)(=O)=O)=C[CH:9]=[CH:10][CH:11]=1.C(S(Cl)(=O)=O)[C:18]1[CH:23]=[CH:22]C=CC=1.[N:28]1C=CC=[CH:30][CH:29]=1.[Cl:34][CH2:35][Cl:36], predict the reaction product. The product is: [Cl:34][CH:35]([Cl:36])[CH3:6].[CH:23]([N:28]([CH:10]([CH3:9])[CH3:11])[CH2:29][CH3:30])([CH3:22])[CH3:18]. (5) Given the reactants Cl[C:2]1[CH:7]=[N:6][C:5]([C:8]([F:11])([F:10])[F:9])=[CH:4][N:3]=1.Cl.[NH2:13][C:14]1([CH3:33])[CH2:18][CH2:17][CH2:16][CH:15]1[NH:19][C:20](=[O:32])[O:21][C@@H:22]1[CH2:27][C@H:26]([CH3:28])[CH2:25][CH2:24][C@H:23]1[CH:29]([CH3:31])[CH3:30].CCN(C(C)C)C(C)C.C(=O)(O)[O-].[Na+], predict the reaction product. The product is: [CH3:33][C@:14]1([NH:13][C:2]2[CH:7]=[N:6][C:5]([C:8]([F:11])([F:10])[F:9])=[CH:4][N:3]=2)[CH2:18][CH2:17][CH2:16][C@@H:15]1[NH:19][C:20](=[O:32])[O:21][C@@H:22]1[CH2:27][C@H:26]([CH3:28])[CH2:25][CH2:24][C@H:23]1[CH:29]([CH3:30])[CH3:31]. (6) Given the reactants O[CH2:2][C:3]1([CH2:7][OH:8])[CH2:6][CH2:5][CH2:4]1.[Cl:9][C:10]1[CH:15]=[CH:14][C:13]([C:16]2[CH:21]=[CH:20][N:19]=[C:18]([SH:22])[N:17]=2)=[CH:12][CH:11]=1, predict the reaction product. The product is: [Cl:9][C:10]1[CH:11]=[CH:12][C:13]([C:16]2[CH:21]=[CH:20][N:19]=[C:18]([S:22][CH2:2][C:3]3([CH2:7][OH:8])[CH2:6][CH2:5][CH2:4]3)[N:17]=2)=[CH:14][CH:15]=1. (7) Given the reactants [CH3:1][C:2]([S:8][C:9]1[CH:14]=[CH:13][CH:12]=[CH:11][CH:10]=1)([CH3:7])[C:3]([O:5]C)=[O:4].O.[OH-].[Li+], predict the reaction product. The product is: [CH3:7][C:2]([S:8][C:9]1[CH:14]=[CH:13][CH:12]=[CH:11][CH:10]=1)([CH3:1])[C:3]([OH:5])=[O:4]. (8) Given the reactants [CH2:1]([O:3][C:4](=[O:32])[CH2:5][CH:6]([N:10]1[C:18]2[C:13](=[CH:14][C:15]([CH2:19][CH2:20][CH2:21][C:22]3[CH:31]=[CH:30][C:29]4[C:24](=[N:25][CH:26]=[CH:27][CH:28]=4)[N:23]=3)=[CH:16][CH:17]=2)[CH:12]=[CH:11]1)[CH2:7][CH2:8][CH3:9])[CH3:2], predict the reaction product. The product is: [CH2:1]([O:3][C:4](=[O:32])[CH2:5][CH:6]([N:10]1[C:18]2[C:13](=[CH:14][C:15]([CH2:19][CH2:20][CH2:21][C:22]3[CH:31]=[CH:30][C:29]4[CH2:28][CH2:27][CH2:26][NH:25][C:24]=4[N:23]=3)=[CH:16][CH:17]=2)[CH:12]=[CH:11]1)[CH2:7][CH2:8][CH3:9])[CH3:2].